This data is from Drug-target binding data from BindingDB using Ki measurements. The task is: Regression. Given a target protein amino acid sequence and a drug SMILES string, predict the binding affinity score between them. We predict pKi (pKi = -log10(Ki in M); higher means stronger inhibition). Dataset: bindingdb_ki. (1) The small molecule is COc1ccc2ccccc2c1CCCCN1CCN(C[C@H](c2ccc(F)cc2)N2CCN(C(C)C)CC2)CC1. The target protein (Q76LL8) has sequence MARHPQLRLVKALLLLGLNPVSASLQDQHCESLSLASNISGLQCNASVDLIGTCWPRSPAGQLVVRPCPAFFYGVRYNTTNNGYRECLANGSWAARVNYSECQEILNEEKKSKVHYHVAVIINYLGHCISLVALLVAFVLFLRLRSIRCLRNIIHWNLISAFILRNATWFVVQLTMSPEVHQSNVGWCRLVTAAYNYFHVTNFFWMFGEGCYLHTAIVLTYSTDRLRKWMFICIGWGVPFPIIVAWAIGKLYYDNEKCWFGKRPGVYTDYIYQGPMILVLLINFIFLFNIVRILMTKLRASTTSETIQYRKAVKATLVLLPLLGITYMLFFVNPGEDEVSRVVFIYFNSFLESFQGFFVSVFYCFLNSEVRSAIRKRWHRWQDKHSIRARVARAMSIPTSPTRVSFHSIKQSTAV. The pKi is 6.0. (2) The drug is CN1CCCC1c1cccnc1. The target protein (P09483) has sequence MANSGTGAPPPLLLLPLLLLLGTGLLPASSHIETRAHAEERLLKRLFSGYNKWSRPVANISDVVLVRFGLSIAQLIDVDEKNQMMTTNVWVKQEWHDYKLRWDPGDYENVTSIRIPSELIWRPDIVLYNNADGDFAVTHLTKAHLFYDGRVQWTPPAIYKSSCSIDVTFFPFDQQNCTMKFGSWTYDKAKIDLVSMHSRVDQLDFWESGEWVIVDAVGTYNTRKYECCAEIYPDITYAFIIRRLPLFYTINLIIPCLLISCLTVLVFYLPSECGEKVTLCISVLLSLTVFLLLITEIIPSPTSLVIPLIGEYLLFTMIFVTLSIVITVFVLNVHHRSPRTHTMPAWVRRVFLDIVPRLLFMKRPSVVKDNCRRLIESMHKMANAPRFWPEPVGEPGILSDICNQGLSPAPTFCNPTDTAVETQPTCRSPPLEVPDLKTSEVEKASPCPSPGSCPPPKSSSGAPMLIKARSLSVQHVPSSQEAAEDGIRCRSRSIQYCVSQ.... The pKi is 8.2.